This data is from Reaction yield outcomes from USPTO patents with 853,638 reactions. The task is: Predict the reaction yield, written as a fraction of the theoretical maximum amount of product (1.0 means a 100% yield; for example, 0.34 means a 34% yield). The reactants are [CH3:1][C:2]1[N:7]=[C:6]2[CH2:8][O:9][C:10](=[O:11])[C:5]2=[CH:4][CH:3]=1.[Se](=O)=[O:13]. The catalyst is O1CCOCC1. The product is [O:11]=[C:10]1[C:5]2[C:6](=[N:7][C:2]([CH:1]=[O:13])=[CH:3][CH:4]=2)[CH2:8][O:9]1. The yield is 0.800.